From a dataset of Reaction yield outcomes from USPTO patents with 853,638 reactions. Predict the reaction yield, written as a fraction of the theoretical maximum amount of product (1.0 means a 100% yield; for example, 0.34 means a 34% yield). (1) The reactants are [C:1]([N:9]=[C:10]=[O:11])(=[O:8])[C:2]1[CH:7]=[CH:6][CH:5]=[CH:4][CH:3]=1.[NH2:12][CH:13]1[CH2:18][CH2:17][N:16]([C:19]([O:21][C:22]([CH3:25])([CH3:24])[CH3:23])=[O:20])[CH2:15][CH2:14]1. The catalyst is C(Cl)Cl. The product is [C:1]([NH:9][C:10](=[O:11])[NH:12][CH:13]1[CH2:14][CH2:15][N:16]([C:19]([O:21][C:22]([CH3:25])([CH3:24])[CH3:23])=[O:20])[CH2:17][CH2:18]1)(=[O:8])[C:2]1[CH:7]=[CH:6][CH:5]=[CH:4][CH:3]=1. The yield is 0.550. (2) The reactants are [Cl:1][C:2]1[CH:3]=[CH:4][N:5]=[C:6]2[C:11]=1[N:10]=[CH:9][C:8]([O:12]C)=[CH:7]2.B(Br)(Br)Br.ClC(Cl)C. The catalyst is ClCCl. The product is [Cl:1][C:2]1[CH:3]=[CH:4][N:5]=[C:6]2[C:11]=1[N:10]=[CH:9][C:8]([OH:12])=[CH:7]2. The yield is 0.560.